Dataset: In vitro SARS-CoV-2 activity screen of 1,480 approved drugs from Prestwick library. Task: Binary Classification. Given a drug SMILES string, predict its activity (active/inactive) in a high-throughput screening assay against a specified biological target. (1) The molecule is CCCC(C)C1(CC)C(=O)NC(=O)NC1=O. The result is 0 (inactive). (2) The compound is CCOC(=O)O[C@]1(C(=O)COC(=O)CC)CC[C@H]2[C@@H]3CCC4=CC(=O)C=C[C@]4(C)[C@H]3[C@@H](O)C[C@@]21C. The result is 1 (active). (3) The compound is Cc1cn([C@H]2C[C@H](N=[N+]=[N-])[C@@H](CO)O2)c(=O)[nH]c1=O. The result is 0 (inactive). (4) The molecule is NCC(CC(=O)O)c1ccc(Cl)cc1. The result is 0 (inactive). (5) The compound is CCOC(=O)[C@H](CCc1ccccc1)N[C@H]1CCc2ccccc2N(CC(=O)O)C1=O.Cl. The result is 0 (inactive). (6) The molecule is NC(N)=NS(=O)(=O)c1ccc(N)cc1. The result is 0 (inactive). (7) The compound is N#Cc1ccc(Oc2ccc3c(c2)COB3O)cc1. The result is 0 (inactive). (8) The molecule is NC(=O)N/N=C/c1ccc([N+](=O)[O-])o1. The result is 0 (inactive). (9) The molecule is CCC(C)n1ncn(-c2ccc(N3CCN(c4ccc(OCC5COC(Cn6cncn6)(c6ccc(Cl)cc6Cl)O5)cc4)CC3)cc2)c1=O. The result is 0 (inactive). (10) The compound is COC1=CC(=O)C[C@@H](C)[C@]12Oc1c(Cl)c(OC)cc(OC)c1C2=O. The result is 0 (inactive).